This data is from Reaction yield outcomes from USPTO patents with 853,638 reactions. The task is: Predict the reaction yield, written as a fraction of the theoretical maximum amount of product (1.0 means a 100% yield; for example, 0.34 means a 34% yield). The reactants are [CH2:1]([NH:3][C:4](=[O:11])[NH:5]OCC(O)=O)[CH3:2].[NH2:12][C@@H:13]([CH2:37][C:38]1[O:39][CH:40]=[CH:41][CH:42]=1)[C:14]([N:16]([C@@H:28]([CH3:36])[CH:29]([O:33][CH2:34][CH3:35])[O:30][CH2:31][CH3:32])[CH2:17][C:18]1[C:27]2[C:22](=[CH:23][CH:24]=[CH:25][CH:26]=2)[CH:21]=[CH:20][CH:19]=1)=[O:15]. No catalyst specified. The product is [CH2:31]([O:30][CH:29]([O:33][CH2:34][CH3:35])[C@@H:28]([N:16]([CH2:17][C:18]1[C:27]2[C:22](=[CH:23][CH:24]=[CH:25][CH:26]=2)[CH:21]=[CH:20][CH:19]=1)[C:14](=[O:15])[C@@H:13]([NH:12][C:29](=[O:30])[CH2:28][N:16]([CH3:14])[NH:5][C:4]([NH:3][CH2:1][CH3:2])=[O:11])[CH2:37][C:38]1[O:39][CH:40]=[CH:41][CH:42]=1)[CH3:36])[CH3:32]. The yield is 0.270.